Dataset: Catalyst prediction with 721,799 reactions and 888 catalyst types from USPTO. Task: Predict which catalyst facilitates the given reaction. (1) Reactant: [CH3:1][CH2:2][CH2:3][CH2:4][C:5]([N:7]([C@H:26]([C:30]([OH:32])=[O:31])[CH:27]([CH3:29])[CH3:28])[CH2:8][C:9]1[CH:10]=[CH:11][C:12]([C:15]2[CH:16]=[CH:17][CH:18]=[CH:19][C:20]=2[C:21]2[NH:22][N:23]=[N:24][N:25]=2)=[CH:13][CH:14]=1)=[O:6].[OH-].[Mg+2:34].[OH-].[OH-].[Ca+2:37].[OH-]. Product: [CH3:1][CH2:2][CH2:3][CH2:4][C:5]([N:7]([C@H:26]([C:30]([OH:32])=[O:31])[CH:27]([CH3:29])[CH3:28])[CH2:8][C:9]1[CH:10]=[CH:11][C:12]([C:15]2[CH:16]=[CH:17][CH:18]=[CH:19][C:20]=2[C:21]2[NH:22][N:23]=[N:24][N:25]=2)=[CH:13][CH:14]=1)=[O:6].[Ca:37].[Mg:34]. The catalyst class is: 252. (2) Reactant: [NH2:1][C:2]1[CH:10]=[C:9]([CH3:11])[CH:8]=[CH:7][C:3]=1[C:4]([NH2:6])=[O:5].[F:12][C:13]([F:24])([C:17]1[CH:22]=[CH:21][C:20]([F:23])=[CH:19][N:18]=1)[C:14]([O-])=O.[Na+].C[Si](OP(=O)=O)(C)C.O. Product: [F:24][C:13]([F:12])([C:17]1[CH:22]=[CH:21][C:20]([F:23])=[CH:19][N:18]=1)[C:14]1[N:6]=[C:4]([OH:5])[C:3]2[C:2](=[CH:10][C:9]([CH3:11])=[CH:8][CH:7]=2)[N:1]=1. The catalyst class is: 25. (3) Reactant: Cl[C:2]1[CH:11]=[C:10]2[C:5]([CH:6]=[C:7]([C:12]#[N:13])[CH:8]=[N:9]2)=[CH:4][CH:3]=1.CC1(C)C2C(=C(P(C3C=CC=CC=3)C3C=CC=CC=3)C=CC=2)OC2C(P(C3C=CC=CC=3)C3C=CC=CC=3)=CC=CC1=2.C(=O)([O-])[O-].[Cs+].[Cs+].[O:62]=[C:63]1[NH:68][CH2:67][CH2:66][N:65]([C:69]([O:71][C:72]([CH3:75])([CH3:74])[CH3:73])=[O:70])[CH2:64]1. Product: [C:12]([C:7]1[CH:8]=[N:9][C:10]2[C:5]([CH:6]=1)=[CH:4][CH:3]=[C:2]([N:68]1[CH2:67][CH2:66][N:65]([C:69]([O:71][C:72]([CH3:74])([CH3:73])[CH3:75])=[O:70])[CH2:64][C:63]1=[O:62])[CH:11]=2)#[N:13]. The catalyst class is: 110. (4) Reactant: [CH3:1][C:2]1([C:6]([OH:8])=O)[CH2:5][O:4][CH2:3]1.CN(C(ON1N=NC2C=CC=NC1=2)=[N+](C)C)C.F[P-](F)(F)(F)(F)F.[NH2:33][C:34]1[N:39]=[C:38]([N:40]2[C:48]3[C:43](=[CH:44][CH:45]=[C:46]([C:49]#[N:50])[CH:47]=3)[CH:42]=[N:41]2)[C:37]([NH2:51])=[CH:36][N:35]=1.C(N(CC)CC)C. The catalyst class is: 31. Product: [NH2:33][C:34]1[N:39]=[C:38]([N:40]2[C:48]3[C:43](=[CH:44][CH:45]=[C:46]([C:49]#[N:50])[CH:47]=3)[CH:42]=[N:41]2)[C:37]([NH:51][C:6]([C:2]2([CH3:1])[CH2:5][O:4][CH2:3]2)=[O:8])=[CH:36][N:35]=1. (5) Reactant: [N:1]1[CH:6]=[CH:5][CH:4]=[CH:3][C:2]=1[CH2:7][CH2:8][NH:9][CH2:10][CH2:11][C:12]1[CH:17]=[CH:16][CH:15]=[CH:14][N:13]=1.[CH:18](=O)[C:19]1[C:20](=[CH:22][CH:23]=[CH:24][CH:25]=1)[OH:21].C(O[BH-](OC(=O)C)OC(=O)C)(=O)C.[Na+].C([O-])(O)=O.[Na+]. Product: [N:1]1[CH:6]=[CH:5][CH:4]=[CH:3][C:2]=1[CH2:7][CH2:8][N:9]([CH2:18][C:19]1[CH:25]=[CH:24][CH:23]=[CH:22][C:20]=1[OH:21])[CH2:10][CH2:11][C:12]1[CH:17]=[CH:16][CH:15]=[CH:14][N:13]=1. The catalyst class is: 4.